Predict which catalyst facilitates the given reaction. From a dataset of Catalyst prediction with 721,799 reactions and 888 catalyst types from USPTO. Reactant: [C:1]([OH:5])(=[O:4])[CH2:2][CH3:3].O.[C:7](=[O:14])([S:11][CH2:12][CH3:13])[O:8][CH2:9]I. Product: [CH2:12]([S:11][C:7]([O:8][CH2:9][O:4][C:1](=[O:5])[CH2:2][CH3:3])=[O:14])[CH3:13]. The catalyst class is: 4.